From a dataset of Catalyst prediction with 721,799 reactions and 888 catalyst types from USPTO. Predict which catalyst facilitates the given reaction. (1) Reactant: C(O)(C(F)(F)F)=O.[CH3:8][N:9]1[CH2:14][CH2:13][N:12]([C:15]2[N:20]=[CH:19][C:18]([C:21]3[CH:30]=[C:29]([C:31]([NH:33][CH2:34][C@H:35]4[CH2:40][CH2:39][C@H:38]([CH2:41][NH:42][C:43](=[O:53])[O:44][C@@H:45]([CH3:52])[CH2:46][O:47]C(C)(C)C)[CH2:37][CH2:36]4)=[O:32])[C:28]4[C:23](=[CH:24][CH:25]=[CH:26][CH:27]=4)[N:22]=3)=[CH:17][CH:16]=2)[CH2:11][CH2:10]1.C([O-])(O)=O.[Na+]. Product: [CH3:8][N:9]1[CH2:10][CH2:11][N:12]([C:15]2[N:20]=[CH:19][C:18]([C:21]3[CH:30]=[C:29]([C:31]([NH:33][CH2:34][C@H:35]4[CH2:36][CH2:37][C@H:38]([CH2:41][NH:42][C:43](=[O:53])[O:44][C@@H:45]([CH3:52])[CH2:46][OH:47])[CH2:39][CH2:40]4)=[O:32])[C:28]4[C:23](=[CH:24][CH:25]=[CH:26][CH:27]=4)[N:22]=3)=[CH:17][CH:16]=2)[CH2:13][CH2:14]1. The catalyst class is: 2. (2) Reactant: Br[C:2]1[CH:3]=[C:4]2[C:8](=[CH:9][CH:10]=1)[NH:7][C:6]([C:11]1[CH:16]=[CH:15][CH:14]=[CH:13][C:12]=1[O:17][CH3:18])=[CH:5]2.[B:19]1([B:19]2[O:23][C:22]([CH3:25])([CH3:24])[C:21]([CH3:27])([CH3:26])[O:20]2)[O:23][C:22]([CH3:25])([CH3:24])[C:21]([CH3:27])([CH3:26])[O:20]1.C([O-])(=O)C.[K+].C(OCC)(=O)C.CCCCCC. Product: [CH3:18][O:17][C:12]1[CH:13]=[CH:14][CH:15]=[CH:16][C:11]=1[C:6]1[NH:7][C:8]2[C:4]([CH:5]=1)=[CH:3][C:2]([B:19]1[O:23][C:22]([CH3:25])([CH3:24])[C:21]([CH3:27])([CH3:26])[O:20]1)=[CH:10][CH:9]=2. The catalyst class is: 16. (3) Product: [C:11]([C:9]1[CH:8]=[C:7]2[C:3]([CH:4]=[CH:5][NH:6]2)=[C:2]([C:42]2[CH:41]=[C:40]3[C:36]([CH:37]=[N:38][NH:39]3)=[C:35]([NH:34][C:32]([C:28]3[C:29]([CH3:31])=[CH:30][N:26]([CH3:25])[N:27]=3)=[O:33])[CH:43]=2)[CH:10]=1)#[N:12]. Reactant: Br[C:2]1[CH:10]=[C:9]([C:11]#[N:12])[CH:8]=[C:7]2[C:3]=1[CH:4]=[CH:5][N:6]2S(C1C=CC([N+]([O-])=O)=CC=1)(=O)=O.[CH3:25][N:26]1[CH:30]=[C:29]([CH3:31])[C:28]([C:32]([NH:34][C:35]2[CH:43]=[C:42]([Sn](C)(C)C)[CH:41]=[C:40]3[C:36]=2[CH:37]=[N:38][N:39]3S(C2C=CC=CC=2)(=O)=O)=[O:33])=[N:27]1. The catalyst class is: 455.